From a dataset of Full USPTO retrosynthesis dataset with 1.9M reactions from patents (1976-2016). Predict the reactants needed to synthesize the given product. (1) The reactants are: [CH3:1][C:2]([C:4]1[CH:9]=[CH:8][C:7]([I:10])=[CH:6][CH:5]=1)=O.O.[C:12]([OH:16])(=O)[CH:13]=O.[OH-].[NH4+].[CH3:19][NH:20][NH2:21]. Given the product [I:10][C:7]1[CH:8]=[CH:9][C:4]([C:2]2[CH:1]=[CH:13][C:12](=[O:16])[N:20]([CH3:19])[N:21]=2)=[CH:5][CH:6]=1, predict the reactants needed to synthesize it. (2) Given the product [CH3:1][O:2][C:3](=[O:11])[CH2:4][CH2:5][CH2:6][CH2:7][C:8]1[S:10][CH:13]=[C:14]([C:16]2[CH:21]=[CH:20][CH:19]=[CH:18][C:17]=2[O:22][CH3:23])[N:9]=1, predict the reactants needed to synthesize it. The reactants are: [CH3:1][O:2][C:3](=[O:11])[CH2:4][CH2:5][CH2:6][CH2:7][C:8](=[S:10])[NH2:9].Br[CH2:13][C:14]([C:16]1[CH:21]=[CH:20][CH:19]=[CH:18][C:17]=1[O:22][CH3:23])=O. (3) Given the product [C:42]([O:34][CH2:33][C:32]1[C:27]([N:24]2[CH2:23][CH2:22][N:21]([CH2:20][C:17]3[CH:16]=[CH:15][C:14]([CH2:13][N:10]([CH2:9][C:3]4[C:4]([F:8])=[CH:5][CH:6]=[CH:7][C:2]=4[Cl:1])[CH2:11][CH3:12])=[CH:19][CH:18]=3)[CH2:26][CH2:25]2)=[N:28][CH:29]=[CH:30][CH:31]=1)(=[O:44])[CH3:43], predict the reactants needed to synthesize it. The reactants are: [Cl:1][C:2]1[CH:7]=[CH:6][CH:5]=[C:4]([F:8])[C:3]=1[CH2:9][N:10]([CH2:13][C:14]1[CH:19]=[CH:18][C:17]([CH2:20][N:21]2[CH2:26][CH2:25][N:24]([C:27]3[C:32]([CH2:33][OH:34])=[CH:31][CH:30]=[CH:29][N:28]=3)[CH2:23][CH2:22]2)=[CH:16][CH:15]=1)[CH2:11][CH3:12].C(N(CC)CC)C.[C:42](Cl)(=[O:44])[CH3:43].CO. (4) Given the product [Br:1][C:2]1[CH:7]=[CH:6][C:5]([OH:8])=[C:4]([C:16]23[CH2:18][CH:12]4[CH2:11][CH:10]([CH2:19][CH:14]([C:13]4=[O:20])[CH2:15]2)[CH2:17]3)[CH:3]=1, predict the reactants needed to synthesize it. The reactants are: [Br:1][C:2]1[CH:7]=[CH:6][C:5]([OH:8])=[CH:4][CH:3]=1.O[C:10]12[CH2:19][CH:14]3[CH2:15][CH:16]([CH2:18][CH:12]([C:13]3=[O:20])[CH2:11]1)[CH2:17]2.CS(O)(=O)=O. (5) Given the product [F:17][C:18]([F:28])([F:29])[C:19]1[CH:27]=[CH:26][C:22]([C:23]([N:3]2[CH2:8][CH2:7][C:6](=[O:9])[CH2:5][CH2:4]2)=[O:24])=[CH:21][CH:20]=1, predict the reactants needed to synthesize it. The reactants are: O.Cl.[NH:3]1[CH2:8][CH2:7][C:6](=[O:9])[CH2:5][CH2:4]1.C(N(CC)CC)C.[F:17][C:18]([F:29])([F:28])[C:19]1[CH:27]=[CH:26][C:22]([C:23](Cl)=[O:24])=[CH:21][CH:20]=1.C(=O)([O-])O.[Na+]. (6) Given the product [C:1]([O:5][C:6]([NH:8][CH2:9][C:10]1[CH:11]=[N:12][C:13](/[CH:24]=[CH:23]/[CH:17]2[CH2:22][CH2:21][CH2:20][CH2:19][CH2:18]2)=[CH:14][CH:15]=1)=[O:7])([CH3:4])([CH3:3])[CH3:2], predict the reactants needed to synthesize it. The reactants are: [C:1]([O:5][C:6]([NH:8][CH2:9][C:10]1[CH:11]=[N:12][C:13](Cl)=[CH:14][CH:15]=1)=[O:7])([CH3:4])([CH3:3])[CH3:2].[CH:17]1([CH:23]=[CH:24]B(O)O)[CH2:22][CH2:21][CH2:20][CH2:19][CH2:18]1.C(Cl)Cl.C([O-])([O-])=O.[Na+].[Na+].